This data is from Forward reaction prediction with 1.9M reactions from USPTO patents (1976-2016). The task is: Predict the product of the given reaction. (1) Given the reactants [CH:1]1([CH2:7][N:8]2[C:16]3[C:11](=[CH:12][CH:13]=[CH:14][C:15]=3[O:17][CH3:18])[C:10]([C:19](=[S:21])[NH2:20])=[CH:9]2)[CH2:6][CH2:5][CH2:4][CH2:3][CH2:2]1.Cl[CH:23]([C:29](=O)[CH3:30])[C:24]([O:26][CH2:27][CH3:28])=[O:25], predict the reaction product. The product is: [CH:1]1([CH2:7][N:8]2[C:16]3[C:11](=[CH:12][CH:13]=[CH:14][C:15]=3[O:17][CH3:18])[C:10]([C:19]3[S:21][C:23]([C:24]([O:26][CH2:27][CH3:28])=[O:25])=[C:29]([CH3:30])[N:20]=3)=[CH:9]2)[CH2:2][CH2:3][CH2:4][CH2:5][CH2:6]1. (2) Given the reactants [NH:1]([C:3]([CH2:5][CH:6]1[CH2:11][CH2:10][N:9]([C:12]2[CH:17]=[CH:16][C:15]([N:18]3[CH2:22][CH:21]([CH2:23][NH:24][C:25](=[O:27])[CH3:26])[O:20][C:19]3=[O:28])=[CH:14][C:13]=2[F:29])[CH2:8][CH2:7]1)=[O:4])[NH2:2].[C:30](Cl)(=O)[CH3:31], predict the reaction product. The product is: [CH3:30][C:31]1[O:4][C:3]([CH2:5][CH:6]2[CH2:11][CH2:10][N:9]([C:12]3[CH:17]=[CH:16][C:15]([N:18]4[CH2:22][C@H:21]([CH2:23][NH:24][C:25](=[O:27])[CH3:26])[O:20][C:19]4=[O:28])=[CH:14][C:13]=3[F:29])[CH2:8][CH2:7]2)=[N:1][N:2]=1. (3) The product is: [C:1]1([O:5][C:6](=[O:25])[NH:7][C:8]2[S:9][C:10]([CH2:13][CH2:14][NH:15][C:16]3[C:17]4[S:24][CH:23]=[CH:22][C:18]=4[N:19]=[CH:20][N:21]=3)=[CH:11][N:12]=2)[CH:3]=[CH:43][CH:38]=[CH:39][CH:4]=1. Given the reactants [C:1]([O:5][C:6](=[O:25])[NH:7][C:8]1[S:9][C:10]([CH2:13][CH2:14][NH:15][C:16]2[C:17]3[S:24][CH:23]=[CH:22][C:18]=3[N:19]=[CH:20][N:21]=2)=[CH:11][N:12]=1)([CH3:4])([CH3:3])C.Cl.C(N(CC)CC)C.ClC(O[C:38]1[CH:43]=CC=C[CH:39]=1)=O, predict the reaction product. (4) Given the reactants [OH:1][C:2]1[C:3]([C:10]([NH:12][C@H:13]2[CH2:21][CH2:20][CH2:19][C@H:18]([O:22][CH2:23][C:24]([CH3:26])=[CH2:25])[C@@H:17]([O:27][CH2:28][C:29]([CH3:31])=[CH2:30])[C@H:16]([CH3:32])[O:15][C:14]2=[O:33])=[O:11])=[N:4][CH:5]=[CH:6][C:7]=1[O:8][CH3:9].C([O-])([O-])=O.[Na+].[Na+].[Na+].[I-].[C:42]([O:47][CH2:48]Cl)(=[O:46])[CH:43]([CH3:45])[CH3:44], predict the reaction product. The product is: [CH3:9][O:8][C:7]1[CH:6]=[CH:5][N:4]=[C:3]([C:10](=[O:11])[NH:12][C@H:13]2[CH2:21][CH2:20][CH2:19][C@H:18]([O:22][CH2:23][C:24]([CH3:26])=[CH2:25])[C@@H:17]([O:27][CH2:28][C:29]([CH3:31])=[CH2:30])[C@H:16]([CH3:32])[O:15][C:14]2=[O:33])[C:2]=1[O:1][CH2:48][O:47][C:42](=[O:46])[CH:43]([CH3:45])[CH3:44]. (5) Given the reactants [Br:1][C:2]1[CH:7]=[CH:6][C:5]([C:8]([C:10]2[CH:15]=[CH:14][C:13]([OH:16])=[CH:12][CH:11]=2)=O)=[C:4]([Cl:17])[CH:3]=1.[C:18]1(=O)[CH2:23][CH2:22][CH2:21][CH2:20][CH2:19]1, predict the reaction product. The product is: [Br:1][C:2]1[CH:7]=[CH:6][C:5]([C:8](=[C:18]2[CH2:23][CH2:22][CH2:21][CH2:20][CH2:19]2)[C:10]2[CH:15]=[CH:14][C:13]([OH:16])=[CH:12][CH:11]=2)=[C:4]([Cl:17])[CH:3]=1. (6) The product is: [CH2:10]([O:12][C:13]1[CH:19]=[CH:18][C:16]([NH:17][C:2]2[CH:7]=[C:6]([CH3:8])[CH:5]=[CH:4][C:3]=2[CH3:9])=[CH:15][CH:14]=1)[CH3:11]. Given the reactants Cl[C:2]1[CH:7]=[C:6]([CH3:8])[CH:5]=[CH:4][C:3]=1[CH3:9].[CH2:10]([O:12][C:13]1[CH:19]=[CH:18][C:16]([NH2:17])=[CH:15][CH:14]=1)[CH3:11].CC([O-])(C)C.[Na+].O(CCCC)CCCC, predict the reaction product. (7) Given the reactants [CH2:1]([N:8]1[C:16]2[C:11](=[CH:12][CH:13]=[CH:14][CH:15]=2)[C:10]([CH2:17]O)=[N:9]1)[C:2]1[CH:7]=[CH:6][CH:5]=[CH:4][CH:3]=1.[ClH:19], predict the reaction product. The product is: [CH2:1]([N:8]1[C:16]2[C:11](=[CH:12][CH:13]=[CH:14][CH:15]=2)[C:10]([CH2:17][Cl:19])=[N:9]1)[C:2]1[CH:7]=[CH:6][CH:5]=[CH:4][CH:3]=1. (8) Given the reactants Br[CH2:2][C:3]1[C:12]2[C:7](=[C:8]([F:14])[C:9]([F:13])=[CH:10][CH:11]=2)[NH:6][C:5](=[O:15])[CH:4]=1.[CH:16]1([CH2:21][C:22]2[NH:26][C:25]3[CH:27]=[CH:28][CH:29]=[CH:30][C:24]=3[N:23]=2)[CH2:20][CH2:19][CH2:18][CH2:17]1, predict the reaction product. The product is: [CH:16]1([CH2:21][C:22]2[N:23]([CH2:2][C:3]3[C:12]4[C:7](=[C:8]([F:14])[C:9]([F:13])=[CH:10][CH:11]=4)[NH:6][C:5](=[O:15])[CH:4]=3)[C:24]3[CH:30]=[CH:29][CH:28]=[CH:27][C:25]=3[N:26]=2)[CH2:17][CH2:18][CH2:19][CH2:20]1. (9) Given the reactants Br[C:2]1[CH:24]=[N:23][C:5]2[N:6]([CH2:15][O:16][CH2:17][CH2:18][Si:19]([CH3:22])([CH3:21])[CH3:20])[C:7]3[CH:12]=[N:11][C:10]([C:13]#[N:14])=[CH:9][C:8]=3[C:4]=2[CH:3]=1.[C:25](=O)([O:27]C(C)(C)C)[NH2:26].C(=O)([O-])[O-].[Cs+].[Cs+].C1(P(C2C=CC=CC=2)C2C3OC4[C:52](=CC=CC=4P(C4C=CC=CC=4)C4C=CC=CC=4)[C:51]([CH3:74])([CH3:73])C=3C=CC=2)C=CC=CC=1, predict the reaction product. The product is: [C:51]([C:2]1[C:24]([N:26]=[C:25]=[O:27])=[N:23][C:5]2[N:6]([CH2:15][O:16][CH2:17][CH2:18][Si:19]([CH3:22])([CH3:21])[CH3:20])[C:7]3[CH:12]=[N:11][C:10]([C:13]#[N:14])=[CH:9][C:8]=3[C:4]=2[CH:3]=1)([CH3:52])([CH3:73])[CH3:74].